From a dataset of Full USPTO retrosynthesis dataset with 1.9M reactions from patents (1976-2016). Predict the reactants needed to synthesize the given product. (1) Given the product [F:1][C:2]1[CH:3]=[C:4]([C:8]2[CH:9]=[C:10]([CH3:33])[C:11]([CH3:32])=[C:12]([CH2:14][NH:15][C:16]3[C:17]([CH3:31])=[C:18]([CH:27]=[CH:28][C:29]=3[CH3:30])[O:19][CH2:20][C:21]([OH:23])=[O:22])[CH:13]=2)[CH:5]=[CH:6][CH:7]=1, predict the reactants needed to synthesize it. The reactants are: [F:1][C:2]1[CH:3]=[C:4]([C:8]2[CH:9]=[C:10]([CH3:33])[C:11]([CH3:32])=[C:12]([CH2:14][NH:15][C:16]3[C:17]([CH3:31])=[C:18]([CH:27]=[CH:28][C:29]=3[CH3:30])[O:19][CH2:20][C:21]([O:23]C(C)C)=[O:22])[CH:13]=2)[CH:5]=[CH:6][CH:7]=1.[OH-].[Na+]. (2) Given the product [Cl:2][C:1]([Cl:5])=[C:35]([C:27]1[CH:28]=[C:29]([O:33][CH3:34])[C:30]([Cl:32])=[CH:31][C:26]=1[Cl:25])[C:36]([O:38][CH2:39][CH3:40])=[O:37], predict the reactants needed to synthesize it. The reactants are: [C:1]([Cl:5])(Cl)(Cl)[Cl:2].C1(P(C2C=CC=CC=2)C2C=CC=CC=2)C=CC=CC=1.[Cl:25][C:26]1[CH:31]=[C:30]([Cl:32])[C:29]([O:33][CH3:34])=[CH:28][C:27]=1[C:35](=O)[C:36]([O:38][CH2:39][CH3:40])=[O:37].